From a dataset of Full USPTO retrosynthesis dataset with 1.9M reactions from patents (1976-2016). Predict the reactants needed to synthesize the given product. (1) Given the product [Cl:32][C:33]1[CH:38]=[C:37]([C:12]2[N:17]=[C:16]3[N:18]([CH2:21][C:22]4[CH:23]=[C:24]5[C:29](=[CH:30][CH:31]=4)[N:28]=[CH:27][CH:26]=[CH:25]5)[N:19]=[N:20][C:15]3=[CH:14][CH:13]=2)[CH:36]=[CH:35][N:34]=1, predict the reactants needed to synthesize it. The reactants are: FC1C=C([C:12]2[N:17]=[C:16]3[N:18]([CH2:21][C:22]4[CH:23]=[C:24]5[C:29](=[CH:30][CH:31]=4)[N:28]=[CH:27][CH:26]=[CH:25]5)[N:19]=[N:20][C:15]3=[CH:14][CH:13]=2)C=CC=1C(NC)=O.[Cl:32][C:33]1[CH:38]=[C:37](B(O)O)[CH:36]=[CH:35][N:34]=1.C(=O)([O-])[O-].[K+].[K+].O1CCOCC1. (2) Given the product [Cl:15][C:16]1[CH:21]=[C:20]([Cl:22])[CH:19]=[CH:18][C:17]=1[CH:23]([C:25]1[CH:26]=[CH:27][CH:28]=[CH:29][CH:30]=1)[O:1][C:2]1[CH:11]=[CH:10][C:9]([N+:12]([O-:14])=[O:13])=[CH:8][C:3]=1[C:4]([O:6][CH3:7])=[O:5], predict the reactants needed to synthesize it. The reactants are: [OH:1][C:2]1[CH:11]=[CH:10][C:9]([N+:12]([O-:14])=[O:13])=[CH:8][C:3]=1[C:4]([O:6][CH3:7])=[O:5].[Cl:15][C:16]1[CH:21]=[C:20]([Cl:22])[CH:19]=[CH:18][C:17]=1[CH:23]([C:25]1[CH:30]=[CH:29][CH:28]=[CH:27][CH:26]=1)O.C1(C)C=CC=CC=1.C1(P(C2C=CC=CC=2)C2C=CC=CC=2)C=CC=CC=1. (3) Given the product [CH2:4]([C:11]12[CH2:19][CH:15]([C:16]#[N:17])[C:14](=[O:18])[CH:13]([CH3:20])[CH:12]1[CH2:21][CH2:22][C:23]1[C:27]2=[N:26][N:25]([CH3:28])[CH:24]=1)[C:5]1[CH:6]=[CH:7][CH:8]=[CH:9][CH:10]=1, predict the reactants needed to synthesize it. The reactants are: C[O-].[Na+].[CH2:4]([C:11]12[C:27]3[C:23](=[CH:24][N:25]([CH3:28])[N:26]=3)[CH2:22][CH2:21][CH:12]1[CH:13]([CH3:20])[C:14]1[O:18][N:17]=[CH:16][C:15]=1[CH2:19]2)[C:5]1[CH:10]=[CH:9][CH:8]=[CH:7][CH:6]=1. (4) Given the product [C:34]([OH:36])(=[O:35])[CH:33]([CH2:37][C:38]([OH:40])=[O:39])[OH:32].[CH2:30]([N:3]([CH2:1][CH3:2])[CH2:4][CH2:5][N:6]1[CH2:12][CH2:11][CH2:10][CH:9]2[N:13]([CH3:33])[C:14](/[CH:17]=[C:18]3\[C:19](=[O:28])[NH:20][C:21]4[C:26]\3=[CH:25][C:24]([F:27])=[CH:23][CH:22]=4)=[CH:15][CH:8]2[C:7]1=[O:29])[CH3:31].[C:34]([OH:36])(=[O:35])[CH:33]([CH2:37][C:38]([OH:40])=[O:39])[OH:32].[CH2:30]([N:3]([CH2:1][CH3:2])[CH2:4][CH2:5][N:6]1[CH2:12][CH2:11][CH2:10][CH:9]2[NH:13][C:14](/[CH:17]=[C:18]3\[C:19](=[O:28])[NH:20][C:21]4[C:26]\3=[CH:25][C:24]([F:27])=[CH:23][CH:22]=4)=[C:15]([CH3:16])[CH:8]2[C:7]1=[O:29])[CH3:31], predict the reactants needed to synthesize it. The reactants are: [CH2:1]([N:3]([CH2:30][CH3:31])[CH2:4][CH2:5][N:6]1[CH2:12][CH2:11][CH2:10][CH:9]2[NH:13][C:14](/[CH:17]=[C:18]3\[C:19](=[O:28])[NH:20][C:21]4[C:26]\3=[CH:25][C:24]([F:27])=[CH:23][CH:22]=4)=[C:15]([CH3:16])[CH:8]2[C:7]1=[O:29])[CH3:2].[OH:32][CH:33]([CH2:37][C:38]([OH:40])=[O:39])[C:34]([OH:36])=[O:35]. (5) Given the product [F:1][C:2]1[CH:3]=[C:4]([CH:16]=[CH:17][C:18]=1[C:19]([F:22])([F:20])[F:21])[CH2:5][CH:6]1[CH2:7][CH:8]([C:9]([O:11][CH3:12])=[O:10])[CH2:13][CH2:14][NH:15]1, predict the reactants needed to synthesize it. The reactants are: [F:1][C:2]1[CH:3]=[C:4]([CH:16]=[CH:17][C:18]=1[C:19]([F:22])([F:21])[F:20])[CH2:5][C:6]1[CH:7]=[C:8]([CH:13]=[CH:14][N:15]=1)[C:9]([O:11][CH3:12])=[O:10]. (6) Given the product [F:1][C:2]1[CH:29]=[CH:28][C:5]([CH2:6][N:7]2[C:11]3=[CH:12][N:13]=[C:14]([C:24]([O:26][CH3:27])=[O:25])[C:15]([C:32]#[C:31][CH2:30][OH:33])=[C:10]3[CH:9]=[CH:8]2)=[CH:4][CH:3]=1, predict the reactants needed to synthesize it. The reactants are: [F:1][C:2]1[CH:29]=[CH:28][C:5]([CH2:6][N:7]2[C:11]3=[CH:12][N:13]=[C:14]([C:24]([O:26][CH3:27])=[O:25])[C:15](OS(C(F)(F)F)(=O)=O)=[C:10]3[CH:9]=[CH:8]2)=[CH:4][CH:3]=1.[CH2:30]([O:33][Si](C)(C)C)[C:31]#[CH:32].[Cl-].[Li+].C(N(CC)CC)C. (7) Given the product [CH:42]1([C:36]2[CH:37]=[CH:38][C:39]([C:2]3[CH:3]=[CH:4][C:5]([CH2:6][N:7]4[CH:11]=[C:10]([C:12]5[CH:17]=[CH:16][C:15]([Cl:18])=[CH:14][C:13]=5[Cl:19])[N:9]=[C:8]4[C:20]4[CH:25]=[CH:24][C:23]([N:26]5[S:30](=[O:32])(=[O:31])[NH:29][C:28](=[O:33])[CH2:27]5)=[CH:22][CH:21]=4)=[CH:34][CH:35]=3)=[CH:40][CH:41]=2)[CH2:43][CH2:44][CH2:45][CH2:46][CH2:47]1, predict the reactants needed to synthesize it. The reactants are: Br[C:2]1[CH:35]=[CH:34][C:5]([CH2:6][N:7]2[CH:11]=[C:10]([C:12]3[CH:17]=[CH:16][C:15]([Cl:18])=[CH:14][C:13]=3[Cl:19])[N:9]=[C:8]2[C:20]2[CH:25]=[CH:24][C:23]([N:26]3[S:30](=[O:32])(=[O:31])[NH:29][C:28](=[O:33])[CH2:27]3)=[CH:22][CH:21]=2)=[CH:4][CH:3]=1.[CH:36]1([C:42]2[CH:47]=[CH:46][C:45](B(O)O)=[CH:44][CH:43]=2)[CH2:41][CH2:40][CH2:39][CH2:38][CH2:37]1. (8) Given the product [CH3:25][N:24]([CH2:26][C:27]1[CH:32]=[CH:31][CH:30]=[CH:29][C:28]=1[C:33]1[CH:38]=[CH:37][C:36]([NH:39][C:9](=[O:11])[CH:8]([C:3]2[CH:4]=[CH:5][CH:6]=[CH:7][C:2]=2[F:1])[NH:12][C:13]([NH:15][C:16]2[CH:21]=[CH:20][C:19]([Cl:22])=[CH:18][CH:17]=2)=[O:14])=[C:35]([F:40])[CH:34]=1)[CH3:23], predict the reactants needed to synthesize it. The reactants are: [F:1][C:2]1[CH:7]=[CH:6][CH:5]=[CH:4][C:3]=1[CH:8]([NH:12][C:13]([NH:15][C:16]1[CH:21]=[CH:20][C:19]([Cl:22])=[CH:18][CH:17]=1)=[O:14])[C:9]([OH:11])=O.[CH3:23][N:24]([CH2:26][C:27]1[CH:32]=[CH:31][CH:30]=[CH:29][C:28]=1[C:33]1[CH:38]=[CH:37][C:36]([NH2:39])=[C:35]([F:40])[CH:34]=1)[CH3:25].O=P(Cl)(Cl)Cl. (9) Given the product [Cl:1][C:2]1[CH:7]=[CH:6][C:5]([NH:8][C:9]2[N:10]=[CH:11][CH:12]=[CH:13][N:14]=2)=[CH:4][C:3]=1[O:15][CH2:23][CH:24]=[C:25]([CH3:27])[CH3:26], predict the reactants needed to synthesize it. The reactants are: [Cl:1][C:2]1[CH:7]=[CH:6][C:5]([NH:8][C:9]2[N:14]=[CH:13][CH:12]=[CH:11][N:10]=2)=[CH:4][C:3]=1[OH:15].C([O-])([O-])=O.[Cs+].[Cs+].Br[CH2:23][CH:24]=[C:25]([CH3:27])[CH3:26]. (10) Given the product [F:1][C:2]1[CH:24]=[C:23]([CH:22]=[CH:21][C:3]=1[O:4][C:5]1[CH:10]=[CH:9][N:8]=[C:7]2[CH:11]=[C:12]([C:14]3[CH2:15][CH2:16][N:17]([CH3:20])[CH2:18][CH:19]=3)[S:13][C:6]=12)[NH2:25], predict the reactants needed to synthesize it. The reactants are: [F:1][C:2]1[CH:24]=[C:23]([N+:25]([O-])=O)[CH:22]=[CH:21][C:3]=1[O:4][C:5]1[CH:10]=[CH:9][N:8]=[C:7]2[CH:11]=[C:12]([C:14]3[CH2:15][CH2:16][N:17]([CH3:20])[CH2:18][CH:19]=3)[S:13][C:6]=12.[NH4+].[Cl-].O.